From a dataset of Forward reaction prediction with 1.9M reactions from USPTO patents (1976-2016). Predict the product of the given reaction. (1) Given the reactants [CH3:1][C:2]1[CH:11]=[CH:10][C:9]2[N:8]=[CH:7][C:6]3[NH:12][C:13](=[O:26])[N:14]([C:15]4[CH:20]=[CH:19][C:18]([C:21]([CH3:25])([CH3:24])[C:22]#[N:23])=[CH:17][CH:16]=4)[C:5]=3[C:4]=2[CH:3]=1.C(N(CC)CC)C.[N:34]1[C:43]2[C:38](=[CH:39][CH:40]=[CH:41][C:42]=2[S:44](Cl)(=[O:46])=[O:45])[CH:37]=[CH:36][CH:35]=1.O, predict the reaction product. The product is: [CH3:25][C:21]([C:18]1[CH:17]=[CH:16][C:15]([N:14]2[C:5]3[C:4]4[CH:3]=[C:2]([CH3:1])[CH:11]=[CH:10][C:9]=4[N:8]=[CH:7][C:6]=3[N:12]([S:44]([C:42]3[CH:41]=[CH:40][CH:39]=[C:38]4[C:43]=3[N:34]=[CH:35][CH:36]=[CH:37]4)(=[O:45])=[O:46])[C:13]2=[O:26])=[CH:20][CH:19]=1)([CH3:24])[C:22]#[N:23]. (2) Given the reactants [CH2:1]=[C:2]1[CH2:5][CH:4]([C:6]([OH:8])=[O:7])[CH2:3]1.[H-].[Na+].CN(C)C=O.[CH2:16](I)[CH2:17][CH3:18], predict the reaction product. The product is: [CH2:1]=[C:2]1[CH2:5][CH:4]([C:6]([O:8][CH2:16][CH2:17][CH3:18])=[O:7])[CH2:3]1. (3) Given the reactants [Na].[CH2:2]([N:6]1[C:14]2[N:13]=[C:12]([CH2:15][C:16]3[CH:21]=[CH:20][C:19]([NH:22][C:23](=[O:25])[CH3:24])=[CH:18][CH:17]=3)[NH:11][C:10]=2[C:9](=[O:26])[N:8]([CH2:27][C:28]2[CH:33]=[CH:32][CH:31]=[CH:30][C:29]=2[O:34][Si](C(C)(C)C)(C)C)[C:7]1=[O:42])[CH2:3][CH2:4][CH3:5].[F-].C([N+](CCCC)(CCCC)CCCC)CCC.[Cl-].[NH4+], predict the reaction product. The product is: [CH2:2]([N:6]1[C:14]2[N:13]=[C:12]([CH2:15][C:16]3[CH:17]=[CH:18][C:19]([NH:22][C:23](=[O:25])[CH3:24])=[CH:20][CH:21]=3)[NH:11][C:10]=2[C:9](=[O:26])[N:8]([CH2:27][C:28]2[CH:33]=[CH:32][CH:31]=[CH:30][C:29]=2[OH:34])[C:7]1=[O:42])[CH2:3][CH2:4][CH3:5]. (4) Given the reactants [CH2:1]([O:3][C:4](=[O:23])/[CH:5]=[C:6](/[O:8][C:9]1[CH:14]=[CH:13][CH:12]=[CH:11][C:10]=1[O:15][CH2:16][C:17]1[CH:22]=[CH:21][CH:20]=[CH:19][CH:18]=1)\[CH3:7])[CH3:2].[Br:24]N1C(=O)CCC1=O.C(OOC(=O)C1C=CC=CC=1)(=O)C1C=CC=CC=1, predict the reaction product. The product is: [CH2:1]([O:3][C:4](=[O:23])/[CH:5]=[C:6](/[O:8][C:9]1[CH:14]=[CH:13][CH:12]=[CH:11][C:10]=1[O:15][CH2:16][C:17]1[CH:18]=[CH:19][CH:20]=[CH:21][CH:22]=1)\[CH2:7][Br:24])[CH3:2]. (5) Given the reactants [CH3:1][O:2][CH2:3][CH2:4][O:5][CH2:6][CH2:7][O:8][C:9]1[CH:18]=[C:17]2[C:12]([C:13](SC)=[N:14][CH:15]=[N:16]2)=[CH:11][CH:10]=1.[NH:21]1[C:29]2[C:24](=[CH:25][CH:26]=[CH:27][CH:28]=2)[CH2:23][C:22]1=[O:30].[ClH:31], predict the reaction product. The product is: [ClH:31].[CH3:1][O:2][CH2:3][CH2:4][O:5][CH2:6][CH2:7][O:8][C:9]1[CH:18]=[C:17]2[C:12]([C:13]([CH:23]3[C:24]4[C:29](=[CH:28][CH:27]=[CH:26][CH:25]=4)[NH:21][C:22]3=[O:30])=[N:14][CH:15]=[N:16]2)=[CH:11][CH:10]=1.